From a dataset of Full USPTO retrosynthesis dataset with 1.9M reactions from patents (1976-2016). Predict the reactants needed to synthesize the given product. (1) Given the product [F:25][C:2]([F:1])([F:24])[C:3]1[N:4]=[CH:5][C:6]([NH:9][C@@H:10]2[CH2:15][C@@H:14]3[NH:16][C@H:11]2[CH2:12][CH2:13]3)=[N:7][CH:8]=1, predict the reactants needed to synthesize it. The reactants are: [F:1][C:2]([F:25])([F:24])[C:3]1[N:4]=[CH:5][C:6]([NH:9][C@@H:10]2[CH2:15][C@@H:14]3[N:16](C(OC(C)(C)C)=O)[C@H:11]2[CH2:12][CH2:13]3)=[N:7][CH:8]=1.Cl.C(OC(C)C)(=O)C.C(=O)([O-])[O-].[Na+].[Na+]. (2) Given the product [NH2:1][C:2]1[CH:7]=[C:6]([O:8][CH2:20][C:21]2[CH:28]=[CH:27][CH:26]=[C:23]([CH3:24])[CH:22]=2)[CH:5]=[CH:4][C:3]=1[S:9][C:10]1[CH:15]=[CH:14][C:13]([NH:16][C:17](=[O:19])[CH3:18])=[CH:12][CH:11]=1, predict the reactants needed to synthesize it. The reactants are: [NH2:1][C:2]1[CH:7]=[C:6]([OH:8])[CH:5]=[CH:4][C:3]=1[S:9][C:10]1[CH:15]=[CH:14][C:13]([NH:16][C:17](=[O:19])[CH3:18])=[CH:12][CH:11]=1.[CH3:20][C:21]1[CH:22]=[C:23]([CH:26]=[CH:27][CH:28]=1)[CH2:24]Br.C(=O)([O-])[O-].[K+].[K+]. (3) Given the product [CH3:1][O:2][C:3](=[O:58])[NH:4][CH:5]([C:9]([N:11]1[CH2:15][CH2:14][CH2:13][CH:12]1[C:16]1[NH:17][C:18]([C:21]2[CH:30]=[CH:29][C:28]3[C:23](=[CH:24][CH:25]=[C:26]([C:31]4[CH:32]=[CH:33][C:34]([C:37]5[NH:38][C:39]([CH:42]6[CH2:46][CH:45]([C:61]#[N:62])[CH2:44][N:43]6[C:47](=[O:57])[CH:48]([NH:52][C:53]([O:55][CH3:56])=[O:54])[CH:49]([CH3:51])[CH3:50])=[N:40][CH:41]=5)=[CH:35][CH:36]=4)[CH:27]=3)[CH:22]=2)=[CH:19][N:20]=1)=[O:10])[CH:6]([CH3:8])[CH3:7], predict the reactants needed to synthesize it. The reactants are: [CH3:1][O:2][C:3](=[O:58])[NH:4][CH:5]([C:9]([N:11]1[CH2:15][CH2:14][CH2:13][CH:12]1[C:16]1[NH:17][C:18]([C:21]2[CH:30]=[CH:29][C:28]3[C:23](=[CH:24][CH:25]=[C:26]([C:31]4[CH:36]=[CH:35][C:34]([C:37]5[NH:38][C:39]([CH:42]6[CH2:46][CH2:45][CH2:44][N:43]6[C:47](=[O:57])[CH:48]([NH:52][C:53]([O:55][CH3:56])=[O:54])[CH:49]([CH3:51])[CH3:50])=[N:40][CH:41]=5)=[CH:33][CH:32]=4)[CH:27]=3)[CH:22]=2)=[CH:19][N:20]=1)=[O:10])[CH:6]([CH3:8])[CH3:7].CO[C:61](=O)[NH:62]C(C(N1CCCC1C1NC(C2C=CC3C(=CC=C(B4OC(C)(C)C(C)(C)O4)C=3)C=2)=CN=1)=O)C(C)C. (4) Given the product [NH2:1][C:2]1[N:16]=[C:5]2[C:6]([C:21]3[CH:22]=[CH:23][C:18]([Cl:17])=[CH:19][CH:20]=3)=[CH:7][C:8]([CH3:14])=[C:9]([C:10]([OH:13])([CH3:12])[CH3:11])[N:4]2[N:3]=1, predict the reactants needed to synthesize it. The reactants are: [NH2:1][C:2]1[N:16]=[C:5]2[C:6](Br)=[CH:7][C:8]([CH3:14])=[C:9]([C:10]([OH:13])([CH3:12])[CH3:11])[N:4]2[N:3]=1.[Cl:17][C:18]1[CH:23]=[CH:22][C:21](B(O)O)=[CH:20][CH:19]=1.C([O-])([O-])=O.[Na+].[Na+].C(Cl)Cl. (5) Given the product [OH:17][CH2:16][CH2:21][CH2:20][CH2:19][CH:18]1[CH:19]2[CH2:20][CH2:21][CH2:16][O:17][CH:18]2[C:13]2[CH:14]=[C:8]([NH:7][C:1]3[CH:2]=[CH:3][CH:4]=[CH:5][CH:6]=3)[CH:9]=[CH:10][C:11]=2[NH:12]1, predict the reactants needed to synthesize it. The reactants are: [C:1]1([NH:7][C:8]2[CH:14]=[CH:13][C:11]([NH2:12])=[CH:10][CH:9]=2)[CH:6]=[CH:5][CH:4]=[CH:3][CH:2]=1.O[CH:16]1[CH2:21][CH2:20][CH2:19][CH2:18][O:17]1.[Cl-].[In+3].[Cl-].[Cl-]. (6) The reactants are: Br[C:2]1[CH:11]=[C:10]2[C:5]([CH:6]=[CH:7][N:8]=[CH:9]2)=[CH:4][C:3]=1[O:12][CH3:13].C([Sn](CCCC)(CCCC)[C:19]1[CH:24]=[CH:23][CH:22]=[CH:21][N:20]=1)CCC. Given the product [CH3:13][O:12][C:3]1[CH:4]=[C:5]2[C:10](=[CH:11][C:2]=1[C:19]1[CH:24]=[CH:23][CH:22]=[CH:21][N:20]=1)[CH:9]=[N:8][CH:7]=[CH:6]2, predict the reactants needed to synthesize it. (7) Given the product [CH:1]1([C:4]2[C:12]3[CH2:11][O:10][C:9](=[O:13])[C:8]=3[CH:7]=[CH:6][C:5]=2[CH:14]2[CH2:15][O:24]2)[CH2:3][CH2:2]1, predict the reactants needed to synthesize it. The reactants are: [CH:1]1([C:4]2[C:12]3[CH2:11][O:10][C:9](=[O:13])[C:8]=3[CH:7]=[CH:6][C:5]=2[CH:14]=[CH2:15])[CH2:3][CH2:2]1.C1C=C(Cl)C=C(C(OO)=[O:24])C=1.